This data is from Catalyst prediction with 721,799 reactions and 888 catalyst types from USPTO. The task is: Predict which catalyst facilitates the given reaction. The catalyst class is: 1. Product: [CH:1]([N:14]1[CH2:17][CH:16]([C:31]2([OH:30])[CH2:32][CH2:33][N:34]([C:37]([O:39][C:40]([CH3:42])([CH3:41])[CH3:43])=[O:38])[CH2:35][CH2:36]2)[CH2:15]1)([C:8]1[CH:13]=[CH:12][CH:11]=[CH:10][CH:9]=1)[C:2]1[CH:7]=[CH:6][CH:5]=[CH:4][CH:3]=1. Reactant: [CH:1]([N:14]1[CH2:17][CH:16](I)[CH2:15]1)([C:8]1[CH:13]=[CH:12][CH:11]=[CH:10][CH:9]=1)[C:2]1[CH:7]=[CH:6][CH:5]=[CH:4][CH:3]=1.CN(P(N(C)C)(N(C)C)=O)C.[O:30]=[C:31]1[CH2:36][CH2:35][N:34]([C:37]([O:39][C:40]([CH3:43])([CH3:42])[CH3:41])=[O:38])[CH2:33][CH2:32]1.[NH4+].[Cl-].